Dataset: NCI-60 drug combinations with 297,098 pairs across 59 cell lines. Task: Regression. Given two drug SMILES strings and cell line genomic features, predict the synergy score measuring deviation from expected non-interaction effect. Drug 1: CC12CCC3C(C1CCC2O)C(CC4=C3C=CC(=C4)O)CCCCCCCCCS(=O)CCCC(C(F)(F)F)(F)F. Drug 2: C1C(C(OC1N2C=NC(=NC2=O)N)CO)O. Cell line: UACC62. Synergy scores: CSS=6.20, Synergy_ZIP=-1.65, Synergy_Bliss=3.03, Synergy_Loewe=2.88, Synergy_HSA=3.95.